From a dataset of Peptide-MHC class I binding affinity with 185,985 pairs from IEDB/IMGT. Regression. Given a peptide amino acid sequence and an MHC pseudo amino acid sequence, predict their binding affinity value. This is MHC class I binding data. (1) The peptide sequence is LPPNLAAST. The MHC is HLA-B53:01 with pseudo-sequence HLA-B53:01. The binding affinity (normalized) is 0.0544. (2) The peptide sequence is LVRGNSPVF. The MHC is HLA-A02:06 with pseudo-sequence HLA-A02:06. The binding affinity (normalized) is 0.0847. (3) The peptide sequence is LLSEADVRA. The MHC is HLA-B15:03 with pseudo-sequence HLA-B15:03. The binding affinity (normalized) is 0.0172. (4) The peptide sequence is FVADSTPLY. The MHC is HLA-C08:02 with pseudo-sequence HLA-C08:02. The binding affinity (normalized) is 0.0847.